From a dataset of Forward reaction prediction with 1.9M reactions from USPTO patents (1976-2016). Predict the product of the given reaction. (1) The product is: [CH:19]1([C@@H:16]2[O:17][CH2:18][C@@:13]([NH:12][C:10]([NH:9][C:1](=[O:8])[C:2]3[CH:7]=[CH:6][CH:5]=[CH:4][CH:3]=3)=[S:11])([C:24]3[CH:29]=[CH:28][C:27]([F:30])=[CH:26][C:25]=3[F:31])[C@H:14]([CH2:22][OH:23])[CH2:15]2)[CH2:21][CH2:20]1. Given the reactants [C:1]([N:9]=[C:10]=[S:11])(=[O:8])[C:2]1[CH:7]=[CH:6][CH:5]=[CH:4][CH:3]=1.[NH2:12][C@@:13]1([C:24]2[CH:29]=[CH:28][C:27]([F:30])=[CH:26][C:25]=2[F:31])[CH2:18][O:17][C@@H:16]([CH:19]2[CH2:21][CH2:20]2)[CH2:15][C@H:14]1[CH2:22][OH:23], predict the reaction product. (2) Given the reactants [SH:1][C:2]1[CH:7]=[CH:6][CH:5]=[CH:4][N:3]=1.Br[CH2:9][C:10]([O:12][CH3:13])=[O:11].CCN(CC)CC, predict the reaction product. The product is: [CH3:13][O:12][C:10](=[O:11])[CH2:9][S:1][C:2]1[CH:7]=[CH:6][CH:5]=[CH:4][N:3]=1. (3) Given the reactants [CH2:1]([C:13]1[CH:52]=[CH:51][C:16]([C:17]([C:19]2[CH:27]=[C:26]([C:28]([OH:30])=[O:29])[C:25]([C:31](=O)[C:32]3[CH:37]=[CH:36][C:35]([CH2:38][CH2:39][CH2:40][CH2:41][CH2:42][CH2:43][CH2:44][CH2:45][CH2:46][CH2:47][CH2:48][CH3:49])=[CH:34][CH:33]=3)=[CH:24][C:20]=2[C:21]([OH:23])=[O:22])=O)=[CH:15][CH:14]=1)[CH2:2][CH2:3][CH2:4][CH2:5][CH2:6][CH2:7][CH2:8][CH2:9][CH2:10][CH2:11][CH3:12].[H][H], predict the reaction product. The product is: [CH2:38]([C:35]1[CH:36]=[CH:37][C:32]([CH2:31][C:25]2[CH:24]=[C:20]([C:21]([OH:23])=[O:22])[C:19]([CH2:17][C:16]3[CH:15]=[CH:14][C:13]([CH2:1][CH2:2][CH2:3][CH2:4][CH2:5][CH2:6][CH2:7][CH2:8][CH2:9][CH2:10][CH2:11][CH3:12])=[CH:52][CH:51]=3)=[CH:27][C:26]=2[C:28]([OH:30])=[O:29])=[CH:33][CH:34]=1)[CH2:39][CH2:40][CH2:41][CH2:42][CH2:43][CH2:44][CH2:45][CH2:46][CH2:47][CH2:48][CH3:49]. (4) The product is: [C:1]([O:5][C:6](=[O:23])[C:7]([CH3:8])([S:9][C:10]1[S:11][CH:12]=[C:13]([CH2:15][CH2:16][N:28]2[C:27](=[O:29])[C:26]3=[CH:30][CH:31]=[CH:32][CH:33]=[C:25]3[C:24]2=[O:34])[N:14]=1)[CH3:22])([CH3:2])([CH3:3])[CH3:4]. Given the reactants [C:1]([O:5][C:6](=[O:23])[C:7]([CH3:22])([S:9][C:10]1[S:11][CH:12]=[C:13]([CH2:15][CH2:16]OS(C)(=O)=O)[N:14]=1)[CH3:8])([CH3:4])([CH3:3])[CH3:2].[C:24]1(=[O:34])[NH:28][C:27](=[O:29])[C:26]2=[CH:30][CH:31]=[CH:32][CH:33]=[C:25]12.[K].O, predict the reaction product. (5) Given the reactants [C:1]([C:5]1[CH:6]=[C:7]([NH:17][C:18](=[O:48])[NH:19][CH2:20][C:21]2[CH:47]=[CH:46][CH:45]=[CH:44][C:22]=2[CH2:23][O:24][C:25]2[CH:30]=[C:29]([CH3:31])[N:28]([C:32]3[CH:33]=[C:34]([CH:38]=[CH:39][C:40]=3[CH3:41])[C:35](O)=[O:36])[C:27](=[O:42])[C:26]=2[Cl:43])[N:8]([C:10]2[CH:15]=[CH:14][C:13]([OH:16])=[CH:12][CH:11]=2)[N:9]=1)([CH3:4])([CH3:3])[CH3:2].[CH2:49]([CH2:51][NH2:52])[OH:50].CCN=C=NCCCN(C)C, predict the reaction product. The product is: [C:1]([C:5]1[CH:6]=[C:7]([NH:17][C:18](=[O:48])[NH:19][CH2:20][C:21]2[CH:47]=[CH:46][CH:45]=[CH:44][C:22]=2[CH2:23][O:24][C:25]2[CH:30]=[C:29]([CH3:31])[N:28]([C:32]3[CH:33]=[C:34]([CH:38]=[CH:39][C:40]=3[CH3:41])[C:35]([NH:52][CH2:51][CH2:49][OH:50])=[O:36])[C:27](=[O:42])[C:26]=2[Cl:43])[N:8]([C:10]2[CH:11]=[CH:12][C:13]([OH:16])=[CH:14][CH:15]=2)[N:9]=1)([CH3:4])([CH3:2])[CH3:3]. (6) Given the reactants [Cl:1][C:2]1[N:11]=[CH:10][C:9]2[NH:8][C:7](=[O:12])[C:6]3([CH3:17])[CH2:13][O:14][CH2:15][CH2:16][N:5]3[C:4]=2[N:3]=1.[N+](C1C=CC(S(O[CH2:31][C:32]([F:35])([F:34])[CH3:33])(=O)=O)=CC=1)([O-])=O.C(=O)([O-])[O-].[Cs+].[Cs+].CCOC(C)=O, predict the reaction product. The product is: [Cl:1][C:2]1[N:11]=[CH:10][C:9]2[N:8]([CH2:31][C:32]([F:35])([F:34])[CH3:33])[C:7](=[O:12])[C:6]3([CH3:17])[CH2:13][O:14][CH2:15][CH2:16][N:5]3[C:4]=2[N:3]=1. (7) Given the reactants [Cl:1][C:2]1[N:7]=[C:6](Cl)[CH:5]=[C:4]([C:9]([O:11][CH3:12])=[O:10])[N:3]=1.[CH3:13][C:14](C)([O-:16])C.[K+].[CH2:19](O)C, predict the reaction product. The product is: [Cl:1][C:2]1[N:3]=[C:4]([C:9]([O:11][CH2:12][CH3:19])=[O:10])[CH:5]=[C:6]([O:16][CH2:14][CH3:13])[N:7]=1.